This data is from Full USPTO retrosynthesis dataset with 1.9M reactions from patents (1976-2016). The task is: Predict the reactants needed to synthesize the given product. (1) Given the product [F:1][C:2]1[CH:7]=[C:6]([F:8])[CH:5]=[CH:4][C:3]=1[S:9]([O:49][CH2:48][C@:14]([OH:13])([CH3:50])[C:15](=[O:47])[C@@H:16]([NH:24][C:25](=[O:46])[C@@H:26]([NH:30][C:31](=[O:45])[C@@H:32]([NH:36][C:37]([C:39]1[S:43][C:42]([CH3:44])=[N:41][CH:40]=1)=[O:38])[CH2:33][O:34][CH3:35])[CH2:27][O:28][CH3:29])[CH2:17][C:18]1[CH:23]=[CH:22][CH:21]=[CH:20][CH:19]=1)(=[O:11])=[O:10], predict the reactants needed to synthesize it. The reactants are: [F:1][C:2]1[CH:7]=[C:6]([F:8])[CH:5]=[CH:4][C:3]=1[S:9](Cl)(=[O:11])=[O:10].[OH:13][C@:14]([CH3:50])([CH2:48][OH:49])[C:15](=[O:47])[C@@H:16]([NH:24][C:25](=[O:46])[C@@H:26]([NH:30][C:31](=[O:45])[C@@H:32]([NH:36][C:37]([C:39]1[S:43][C:42]([CH3:44])=[N:41][CH:40]=1)=[O:38])[CH2:33][O:34][CH3:35])[CH2:27][O:28][CH3:29])[CH2:17][C:18]1[CH:23]=[CH:22][CH:21]=[CH:20][CH:19]=1. (2) The reactants are: C[O:2][C:3]([C:5]1[C:10]([N:11]2[C:15]([CH3:16])=[CH:14][CH:13]=[C:12]2[CH3:17])=[CH:9][C:8]([C:18]([F:21])([F:20])[F:19])=[C:7]([Br:22])[N:6]=1)=[O:4].[OH-].[Na+].O.Cl. Given the product [Br:22][C:7]1[N:6]=[C:5]([C:3]([OH:4])=[O:2])[C:10]([N:11]2[C:15]([CH3:16])=[CH:14][CH:13]=[C:12]2[CH3:17])=[CH:9][C:8]=1[C:18]([F:20])([F:19])[F:21], predict the reactants needed to synthesize it. (3) Given the product [S:3]1[C:4]2[CH:10]=[CH:9][CH:8]=[CH:7][C:5]=2[N:6]=[C:2]1[NH:11][C:12]1[CH:17]=[CH:16][C:15]([OH:18])=[CH:14][CH:13]=1, predict the reactants needed to synthesize it. The reactants are: Cl[C:2]1[S:3][C:4]2[CH:10]=[CH:9][CH:8]=[CH:7][C:5]=2[N:6]=1.[NH2:11][C:12]1[CH:17]=[CH:16][C:15]([OH:18])=[CH:14][CH:13]=1. (4) The reactants are: [C:1]([O:5][C:6]([NH:8][C:9]1[CH:14]=[CH:13][C:12]([Cl:15])=[CH:11][C:10]=1[C:16]1[CH:24]=[C:23]2[N:19]([CH:20]([C:25](O)=[O:26])[CH2:21][CH2:22]2)[C:18](=[O:28])[CH:17]=1)=[O:7])([CH3:4])([CH3:3])[CH3:2].[Cl:29][C:30](N(C)C)=C(C)C.C[Si](C=[N+]=[N-])(C)C.Cl.C(=O)([O-])O.[Na+]. Given the product [Cl:15][C:12]1[CH:13]=[CH:14][C:9]([NH:8][C:6](=[O:7])[O:5][C:1]([CH3:3])([CH3:4])[CH3:2])=[C:10]([C:16]2[CH:24]=[C:23]3[N:19]([CH:20]([C:25](=[O:26])[CH2:30][Cl:29])[CH2:21][CH2:22]3)[C:18](=[O:28])[CH:17]=2)[CH:11]=1, predict the reactants needed to synthesize it. (5) Given the product [F:1][C:2]1[CH:3]=[C:4]([CH:9]=[C:10]([B:19]2[O:23][C:22]([CH3:25])([CH3:24])[C:21]([CH3:27])([CH3:26])[O:20]2)[C:11]=1[CH3:12])[C:5]([O:7][CH3:8])=[O:6], predict the reactants needed to synthesize it. The reactants are: [F:1][C:2]1[CH:3]=[C:4]([CH:9]=[C:10](I)[C:11]=1[CH3:12])[C:5]([O:7][CH3:8])=[O:6].C([O-])(=O)C.[K+].[B:19]1([B:19]2[O:23][C:22]([CH3:25])([CH3:24])[C:21]([CH3:27])([CH3:26])[O:20]2)[O:23][C:22]([CH3:25])([CH3:24])[C:21]([CH3:27])([CH3:26])[O:20]1. (6) Given the product [CH2:41]1[C:42]2[C:38](=[CH:37][C:36]([S:33]([C:14]3([C:17]4[CH:18]=[CH:19][C:20]([C:23]([F:32])([C:24]([F:27])([F:25])[F:26])[C:28]([F:31])([F:30])[F:29])=[CH:21][CH:22]=4)[CH2:15][CH2:16][NH:12][CH2:13]3)(=[O:34])=[O:35])=[CH:44][CH:43]=2)[CH2:39][CH2:40]1, predict the reactants needed to synthesize it. The reactants are: C(O)(=O)C.C([N:12]1[CH2:16][CH2:15][C:14]([S:33]([C:36]2[CH:37]=[C:38]3[C:42](=[CH:43][CH:44]=2)[CH2:41][CH2:40][CH2:39]3)(=[O:35])=[O:34])([C:17]2[CH:22]=[CH:21][C:20]([C:23]([F:32])([C:28]([F:31])([F:30])[F:29])[C:24]([F:27])([F:26])[F:25])=[CH:19][CH:18]=2)[CH2:13]1)C1C=CC=CC=1.Cl. (7) Given the product [Cl:17][C:18]1[CH:35]=[C:34]([Cl:36])[CH:33]=[CH:32][C:19]=1[O:20][C:21]1[C:26](/[CH:27]=[CH:9]/[C:10]([O:12][CH2:13][CH3:14])=[O:11])=[CH:25][N:24]=[C:23]([CH:29]([CH3:31])[CH3:30])[N:22]=1, predict the reactants needed to synthesize it. The reactants are: C(OP([CH2:9][C:10]([O:12][CH2:13][CH3:14])=[O:11])(OCC)=O)C.[H-].[Na+].[Cl:17][C:18]1[CH:35]=[C:34]([Cl:36])[CH:33]=[CH:32][C:19]=1[O:20][C:21]1[C:26]([CH:27]=O)=[CH:25][N:24]=[C:23]([CH:29]([CH3:31])[CH3:30])[N:22]=1.[Cl-].[NH4+].